This data is from Catalyst prediction with 721,799 reactions and 888 catalyst types from USPTO. The task is: Predict which catalyst facilitates the given reaction. Reactant: CCN(CC)CC.[O:8]1[CH2:13][CH2:12][CH:11]([NH:14][C:15]2[C:16]([NH2:21])=[CH:17][CH:18]=[CH:19][CH:20]=2)[CH2:10][CH2:9]1.[C:22]([O:26][C:27]([NH:29][C@@H:30]([CH3:34])[C:31](O)=[O:32])=[O:28])([CH3:25])([CH3:24])[CH3:23].C1C=NC2N(O)N=NC=2C=1.Cl.CN(C)CCCN=C=NCC. Product: [C:22]([O:26][C:27](=[O:28])[NH:29][C@H:30]([C:31](=[O:32])[NH:21][C:16]1[CH:17]=[CH:18][CH:19]=[CH:20][C:15]=1[NH:14][CH:11]1[CH2:10][CH2:9][O:8][CH2:13][CH2:12]1)[CH3:34])([CH3:23])([CH3:24])[CH3:25]. The catalyst class is: 2.